From a dataset of Forward reaction prediction with 1.9M reactions from USPTO patents (1976-2016). Predict the product of the given reaction. (1) Given the reactants [F:1][C:2]([F:33])([F:32])[C:3]1([CH2:7][N:8]2[CH2:13][CH2:12][CH:11]([CH2:14][O:15][C:16]3[N:17]=[CH:18][C:19]([C:22]4[CH:31]=[CH:30][C:25]([C:26]([O:28]C)=[O:27])=[CH:24][CH:23]=4)=[N:20][CH:21]=3)[CH2:10][CH2:9]2)[CH2:6][CH2:5][CH2:4]1.O[Li].O, predict the reaction product. The product is: [F:33][C:2]([F:1])([F:32])[C:3]1([CH2:7][N:8]2[CH2:13][CH2:12][CH:11]([CH2:14][O:15][C:16]3[N:17]=[CH:18][C:19]([C:22]4[CH:31]=[CH:30][C:25]([C:26]([OH:28])=[O:27])=[CH:24][CH:23]=4)=[N:20][CH:21]=3)[CH2:10][CH2:9]2)[CH2:6][CH2:5][CH2:4]1. (2) Given the reactants [F:1][C:2]1[C:13]([F:14])=[C:12]([F:15])[CH:11]=[CH:10][C:3]=1[NH:4][C@H:5]([CH3:9])[C:6]([OH:8])=[O:7].Cl.[CH3:17]O, predict the reaction product. The product is: [F:1][C:2]1[C:13]([F:14])=[C:12]([F:15])[CH:11]=[CH:10][C:3]=1[NH:4][C@H:5]([CH3:9])[C:6]([O:8][CH3:17])=[O:7]. (3) Given the reactants [CH:1]1([N:4]2[C:13]3[C:8](=[C:9]([S:26]CC4C=CC(OC)=CC=4)[C:10]([F:25])=[C:11]([NH:15][CH2:16][CH2:17][NH:18][C:19]4[CH:24]=[CH:23][CH:22]=[CH:21][N:20]=4)[C:12]=3[F:14])[C:7](=[O:36])[C:6]([C:37]([OH:39])=[O:38])=[CH:5]2)[CH2:3][CH2:2]1.FC(F)(F)C(O)=O, predict the reaction product. The product is: [CH:1]1([N:4]2[C:13]3[C:8](=[C:9]([SH:26])[C:10]([F:25])=[C:11]([NH:15][CH2:16][CH2:17][NH:18][C:19]4[CH:24]=[CH:23][CH:22]=[CH:21][N:20]=4)[C:12]=3[F:14])[C:7](=[O:36])[C:6]([C:37]([OH:39])=[O:38])=[CH:5]2)[CH2:3][CH2:2]1. (4) Given the reactants [CH3:1][NH:2][CH2:3][CH2:4][O:5][CH2:6][C:7]([OH:9])=[O:8].C(N(CC)CC)C.[C:25](O[C:25]([O:27][C:28]([CH3:31])([CH3:30])[CH3:29])=[O:26])([O:27][C:28]([CH3:31])([CH3:30])[CH3:29])=[O:26].COC(N(C)CCOCC(O)=O)=O, predict the reaction product. The product is: [C:28]([O:27][C:25]([N:2]([CH3:1])[CH2:3][CH2:4][O:5][CH2:6][C:7]([OH:9])=[O:8])=[O:26])([CH3:29])([CH3:30])[CH3:31]. (5) Given the reactants [Cl:1][C:2]1[N:7]=[N:6][C:5]([CH2:8][C:9]2[CH:10]=[C:11]([CH:16]=[CH:17][C:18]=2[O:19][CH3:20])[C:12]([O:14][CH3:15])=[O:13])=[CH:4][CH:3]=1.[Li+].C[Si]([N-][Si](C)(C)C)(C)C.[CH3:31][Si:32]([CH3:41])([CH3:40])[C:33]#[C:34][C:35](OCC)=[O:36], predict the reaction product. The product is: [Cl:1][C:2]1[N:7]=[N:6][C:5]([CH:8]([C:9]2[CH:10]=[C:11]([CH:16]=[CH:17][C:18]=2[O:19][CH3:20])[C:12]([O:14][CH3:15])=[O:13])[C:35](=[O:36])[C:34]#[C:33][Si:32]([CH3:41])([CH3:40])[CH3:31])=[CH:4][CH:3]=1.